Task: Predict the reaction yield, written as a fraction of the theoretical maximum amount of product (1.0 means a 100% yield; for example, 0.34 means a 34% yield).. Dataset: Reaction yield outcomes from USPTO patents with 853,638 reactions (1) The reactants are [NH2:1][C@H:2]([C:6]([OH:8])=[O:7])[CH:3]([CH3:5])[CH3:4].[OH-].[Na+].[C:11](Cl)(=[O:23])[CH2:12][CH2:13][CH2:14][CH2:15][CH2:16][CH2:17][CH2:18][CH2:19][CH2:20][CH2:21][CH3:22].S(=O)(=O)(O)O. The catalyst is CC(C)=O.O. The product is [C:11]([NH:1][C@H:2]([C:6]([OH:8])=[O:7])[CH:3]([CH3:5])[CH3:4])(=[O:23])[CH2:12][CH2:13][CH2:14][CH2:15][CH2:16][CH2:17][CH2:18][CH2:19][CH2:20][CH2:21][CH3:22]. The yield is 0.980. (2) The reactants are [C:1]([NH:4][C:5]1[S:6][CH:7]=[C:8]([C:10]2[CH:15]=[CH:14][C:13]([CH2:16][CH2:17][NH:18]C(=O)OC(C)(C)C)=[CH:12][CH:11]=2)[N:9]=1)(=[O:3])[CH3:2].[ClH:26]. The catalyst is C(OCC)(=O)C. The product is [ClH:26].[NH2:18][CH2:17][CH2:16][C:13]1[CH:12]=[CH:11][C:10]([C:8]2[N:9]=[C:5]([NH:4][C:1](=[O:3])[CH3:2])[S:6][CH:7]=2)=[CH:15][CH:14]=1. The yield is 1.06. (3) The reactants are [CH3:1][O:2][C:3]1[CH:4]=[C:5]2[C:10](=[CH:11][C:12]=1[O:13][CH3:14])[N:9]=[CH:8][CH:7]=[C:6]2[O:15][C:16]1[C:22]([CH3:23])=[CH:21][C:19]([NH2:20])=[C:18]([CH3:24])[CH:17]=1.C1(C)C=CC=CC=1.C(N(CC)CC)C.ClC(Cl)(O[C:43](=[O:49])[O:44][C:45](Cl)(Cl)Cl)Cl.[Cl:51][C:52]1[CH:62]=[CH:61][C:55]([O:56][CH2:57][CH2:58]CO)=[CH:54][CH:53]=1. The catalyst is C(Cl)Cl. The product is [CH3:1][O:2][C:3]1[CH:4]=[C:5]2[C:10](=[CH:11][C:12]=1[O:13][CH3:14])[N:9]=[CH:8][CH:7]=[C:6]2[O:15][C:16]1[C:22]([CH3:23])=[CH:21][C:19]([NH:20][C:43](=[O:49])[O:44][CH2:45][CH2:58][CH2:57][O:56][C:55]2[CH:61]=[CH:62][C:52]([Cl:51])=[CH:53][CH:54]=2)=[C:18]([CH3:24])[CH:17]=1. The yield is 0.510. (4) The reactants are [NH2:1][C@:2]12[CH2:37][CH2:36][C@@H:35]([C:38]([CH3:40])=[CH2:39])[C@@H:3]1[C@@H:4]1[C@@:17]([CH3:20])([CH2:18][CH2:19]2)[C@@:16]2([CH3:21])[C@@H:7]([C@:8]3([CH3:34])[C@@H:13]([CH2:14][CH2:15]2)[C:12]([CH3:23])([CH3:22])[C:11]([C:24]2[CH:33]=[CH:32][C:27]([C:28]([O:30]C)=[O:29])=[CH:26][CH:25]=2)=[CH:10][CH2:9]3)[CH2:6][CH2:5]1.CN(C)CCC(N[C@]12CC[C@@H](C(C)=C)[C@@H]1[C@@H]1[C@@](C)(CC2)[C@@]2(C)[C@@H]([C@]3(C)[C@@H](CC2)C(C)(C)C(C2C=CC(C(O)=O)=CC=2)=CC3)CC1)=O.[N:87]1([CH2:93][C:94](O)=[O:95])[CH2:92][CH2:91][O:90][CH2:89][CH2:88]1. The yield is 0.400. No catalyst specified. The product is [CH3:20][C@:17]12[C@@:16]3([CH3:21])[C@@H:7]([C@:8]4([CH3:34])[C@@H:13]([CH2:14][CH2:15]3)[C:12]([CH3:22])([CH3:23])[C:11]([C:24]3[CH:25]=[CH:26][C:27]([C:28]([OH:30])=[O:29])=[CH:32][CH:33]=3)=[CH:10][CH2:9]4)[CH2:6][CH2:5][C@@H:4]1[C@H:3]1[C@H:35]([C:38]([CH3:40])=[CH2:39])[CH2:36][CH2:37][C@:2]1([NH:1][C:94](=[O:95])[CH2:93][N:87]1[CH2:92][CH2:91][O:90][CH2:89][CH2:88]1)[CH2:19][CH2:18]2. (5) The reactants are Cl[C:2]1[C:7]([N+:8]([O-:10])=[O:9])=[CH:6][N:5]=[C:4]2[CH2:11][CH2:12][CH2:13][C:3]=12.[NH:14]1[CH2:19][CH2:18][CH2:17][C@H:16]([NH:20][C:21](=[O:27])[O:22][C:23]([CH3:26])([CH3:25])[CH3:24])[CH2:15]1.C(N(CC)CC)C. The catalyst is C(O)(C)C. The product is [N+:8]([C:7]1[C:2]([N:14]2[CH2:19][CH2:18][CH2:17][C@H:16]([NH:20][C:21](=[O:27])[O:22][C:23]([CH3:25])([CH3:24])[CH3:26])[CH2:15]2)=[C:3]2[CH2:13][CH2:12][CH2:11][C:4]2=[N:5][CH:6]=1)([O-:10])=[O:9]. The yield is 0.590. (6) The reactants are [F:1][C:2]1[CH:7]=[CH:6][C:5]([SH:8])=[CH:4][CH:3]=1.Br[CH2:10][CH:11]([O:14][CH3:15])[O:12][CH3:13].CO.C[O-].[Na+]. No catalyst specified. The product is [CH3:13][O:12][CH:11]([O:14][CH3:15])[CH2:10][S:8][C:5]1[CH:6]=[CH:7][C:2]([F:1])=[CH:3][CH:4]=1. The yield is 0.890. (7) The yield is 0.790. The catalyst is CN1C(=O)CCC1.C(OCC)(=O)C.[Cu]I.Cl[Pd](Cl)([P](C1C=CC=CC=1)(C1C=CC=CC=1)C1C=CC=CC=1)[P](C1C=CC=CC=1)(C1C=CC=CC=1)C1C=CC=CC=1. The product is [Cl:17][C:14]1[CH:15]=[CH:16][C:11]([C@H:10]([N:19]2[C:24](=[O:25])[CH:23]=[C:22]([C:31]3[CH:32]=[CH:33][N:34]=[C:29]([S:28][CH3:27])[N:30]=3)[CH:21]=[N:20]2)[CH2:9][OH:8])=[CH:12][C:13]=1[F:18]. The reactants are [Si]([O:8][CH2:9][C@@H:10]([N:19]1[C:24](=[O:25])[CH:23]=[C:22](I)[CH:21]=[N:20]1)[C:11]1[CH:16]=[CH:15][C:14]([Cl:17])=[C:13]([F:18])[CH:12]=1)(C(C)(C)C)(C)C.[CH3:27][S:28][C:29]1[N:34]=[C:33]([Sn](CCCC)(CCCC)CCCC)[CH:32]=[CH:31][N:30]=1.